Dataset: Catalyst prediction with 721,799 reactions and 888 catalyst types from USPTO. Task: Predict which catalyst facilitates the given reaction. (1) Reactant: [CH2:1]([P:3]([OH:5])[OH:4])[CH3:2].[C:6](#[N:9])[CH:7]=[CH2:8].[O-]S(OOS([O-])(=O)=O)(=O)=O.[Na+].[Na+]. Product: [CH2:1]([P:3]([CH2:8][CH2:7][C:6]#[N:9])(=[O:5])[OH:4])[CH3:2]. The catalyst class is: 6. (2) Reactant: [OH:1][C@H:2]1[CH2:6][NH:5][C:4](=[O:7])[CH2:3]1.[CH3:8][C:9]([Si:12](Cl)([CH3:14])[CH3:13])([CH3:11])[CH3:10].N1C=CN=C1.O. Product: [Si:12]([O:1][C@H:2]1[CH2:6][NH:5][C:4](=[O:7])[CH2:3]1)([C:9]([CH3:11])([CH3:10])[CH3:8])([CH3:14])[CH3:13]. The catalyst class is: 3. (3) Reactant: N12CCN(CC1)CC2.[CH3:9][N:10]([CH3:14])[C:11](Cl)=[S:12].[Cl:15][C:16]1[CH:25]=[CH:24][C:19]([C:20]([O:22][CH3:23])=[O:21])=[C:18]([CH3:26])[C:17]=1[OH:27]. Product: [Cl:15][C:16]1[CH:25]=[CH:24][C:19]([C:20]([O:22][CH3:23])=[O:21])=[C:18]([CH3:26])[C:17]=1[O:27][C:11]([N:10]([CH3:14])[CH3:9])=[S:12]. The catalyst class is: 3. (4) Reactant: [C:1]1([C:7]2[CH:11]=[C:10]([CH2:12][O:13][C:14]3[C:23]4[C:18](=[CH:19][CH:20]=[CH:21][CH:22]=4)[N:17]=[CH:16][N:15]=3)[O:9][N:8]=2)[CH:6]=[CH:5][CH:4]=[CH:3][CH:2]=1.[ClH:24]. Product: [ClH:24].[C:1]1([C:7]2[CH:11]=[C:10]([CH2:12][O:13][C:14]3[C:23]4[C:18](=[CH:19][CH:20]=[CH:21][CH:22]=4)[N:17]=[CH:16][N:15]=3)[O:9][N:8]=2)[CH:2]=[CH:3][CH:4]=[CH:5][CH:6]=1. The catalyst class is: 5. (5) Reactant: [H-].[Na+].[CH2:3]([O:5][CH2:6][C:7]1[N:8]([CH2:20][C:21]([CH3:24])([OH:23])[CH3:22])[C:9]2[C:18]3[CH:17]=[CH:16][CH:15]=[CH:14][C:13]=3[N:12]=[CH:11][C:10]=2[N:19]=1)[CH3:4].[CH:25]([S:27]([C:30]1[CH:35]=[CH:34][CH:33]=[CH:32][CH:31]=1)(=[O:29])=[O:28])=[CH2:26]. Product: [CH2:3]([O:5][CH2:6][C:7]1[N:8]([CH2:20][C:21]([O:23][CH2:26][CH2:25][S:27]([C:30]2[CH:35]=[CH:34][CH:33]=[CH:32][CH:31]=2)(=[O:28])=[O:29])([CH3:24])[CH3:22])[C:9]2[C:18]3[CH:17]=[CH:16][CH:15]=[CH:14][C:13]=3[N:12]=[CH:11][C:10]=2[N:19]=1)[CH3:4]. The catalyst class is: 7. (6) Reactant: Cl.[CH3:2][O:3][C:4]1[CH:14]=[CH:13][C:7]2[CH2:8][CH2:9][NH:10][CH2:11][CH2:12][C:6]=2[CH:5]=1.C=O.[C:17](O[BH-](OC(=O)C)OC(=O)C)(=O)C.[Na+].[OH-].[Na+]. Product: [CH3:2][O:3][C:4]1[CH:14]=[CH:13][C:7]2[CH2:8][CH2:9][N:10]([CH3:17])[CH2:11][CH2:12][C:6]=2[CH:5]=1. The catalyst class is: 701.